This data is from Reaction yield outcomes from USPTO patents with 853,638 reactions. The task is: Predict the reaction yield, written as a fraction of the theoretical maximum amount of product (1.0 means a 100% yield; for example, 0.34 means a 34% yield). (1) The reactants are [F:1][C:2]1[CH:7]=[C:6]([C:8]2[CH:9]=[N:10][N:11]([CH3:13])[CH:12]=2)[CH:5]=[CH:4][C:3]=1[OH:14].C1(N([S:22]([C:25]([F:28])([F:27])[F:26])(=[O:24])=[O:23])[S:22]([C:25]([F:28])([F:27])[F:26])(=[O:24])=[O:23])C=CC=CC=1.CCN(CC)CC.[NH4+].[Cl-]. The catalyst is CN(C1C=CN=CC=1)C.C(Cl)Cl. The product is [F:26][C:25]([F:28])([F:27])[S:22]([O:14][C:3]1[CH:4]=[CH:5][C:6]([C:8]2[CH:9]=[N:10][N:11]([CH3:13])[CH:12]=2)=[CH:7][C:2]=1[F:1])(=[O:24])=[O:23]. The yield is 0.940. (2) The reactants are [CH:1]1[C:13]2[NH:12][C:11]3[C:6](=[CH:7][CH:8]=[CH:9][CH:10]=3)[C:5]=2[CH:4]=[CH:3][CH:2]=1.[Br:14][C:15]1[CH:16]=[C:17]([C:21]2[CH:26]=[CH:25][CH:24]=[C:23](Br)[CH:22]=2)[CH:18]=[CH:19][CH:20]=1.CC([O-])(C)C.[Na+]. The catalyst is C1(C)C(C)=CC=CC=1.C1C=CC(/C=C/C(/C=C/C2C=CC=CC=2)=O)=CC=1.C1C=CC(/C=C/C(/C=C/C2C=CC=CC=2)=O)=CC=1.C1C=CC(/C=C/C(/C=C/C2C=CC=CC=2)=O)=CC=1.[Pd].[Pd].C1(P(C2C=CC=CC=2)[C-]2C=CC=C2)C=CC=CC=1.[C-]1(P(C2C=CC=CC=2)C2C=CC=CC=2)C=CC=C1.[Fe+2]. The product is [Br:14][C:15]1[CH:16]=[C:17]([C:21]2[CH:22]=[CH:23][CH:24]=[C:25]([N:12]3[C:11]4[CH:10]=[CH:9][CH:8]=[CH:7][C:6]=4[C:5]4[C:13]3=[CH:1][CH:2]=[CH:3][CH:4]=4)[CH:26]=2)[CH:18]=[CH:19][CH:20]=1. The yield is 0.547. (3) The reactants are [H-].[Na+].[N:3]1[CH:8]=[CH:7][CH:6]=[C:5]([CH2:9][OH:10])[CH:4]=1.Br[CH2:12][C:13]([O:15][C:16]([CH3:19])([CH3:18])[CH3:17])=[O:14].C(=O)(O)[O-].[Na+]. The catalyst is C1COCC1.O. The product is [C:16]([O:15][C:13](=[O:14])[CH2:12][O:10][CH2:9][C:5]1[CH:4]=[N:3][CH:8]=[CH:7][CH:6]=1)([CH3:19])([CH3:18])[CH3:17]. The yield is 0.338. (4) The yield is 1.00. The product is [CH2:23]([O:25][C:26](=[O:34])[C:27]([CH3:29])([S:30][CH2:8][CH2:7][CH:4]1[CH2:3][CH2:2][O:1][CH2:6][CH2:5]1)[CH3:28])[CH3:24]. The catalyst is C(O)C. The reactants are [O:1]1[CH2:6][CH2:5][CH:4]([CH2:7][CH2:8]OS(C2C=CC(C)=CC=2)(=O)=O)[CH2:3][CH2:2]1.C[O-].[Na+].[CH2:23]([O:25][C:26](=[O:34])[C:27]([S:30]C(=O)C)([CH3:29])[CH3:28])[CH3:24]. (5) The reactants are [O:1]=[C:2]1[C:7]([CH2:8][C:9]2[CH:14]=[CH:13][C:12]([C:15]3[C:16]([C:21]#[N:22])=[CH:17][CH:18]=[CH:19][CH:20]=3)=[CH:11][CH:10]=2)=[C:6]([CH2:23][CH2:24][CH3:25])[N:5]2[N:26]=[CH:27][N:28]=[C:4]2[NH:3]1.[F:29][C:30]1[CH:31]=[C:32](B(O)O)[CH:33]=[CH:34][C:35]=1[O:36][CH3:37].C(N(CC)CC)C.N1C=CC=CC=1. The catalyst is ClCCl.C(OCC)(=O)C.C([O-])(=O)C.[Cu+2].C([O-])(=O)C. The product is [F:29][C:30]1[CH:31]=[C:32]([N:3]2[C:2](=[O:1])[C:7]([CH2:8][C:9]3[CH:10]=[CH:11][C:12]([C:15]4[C:16]([C:21]#[N:22])=[CH:17][CH:18]=[CH:19][CH:20]=4)=[CH:13][CH:14]=3)=[C:6]([CH2:23][CH2:24][CH3:25])[N:5]3[N:26]=[CH:27][N:28]=[C:4]23)[CH:33]=[CH:34][C:35]=1[O:36][CH3:37]. The yield is 0.900.